From a dataset of Full USPTO retrosynthesis dataset with 1.9M reactions from patents (1976-2016). Predict the reactants needed to synthesize the given product. (1) Given the product [CH3:27][C@H:26]1[O:28][CH2:12][CH2:13][N:14]([S:15]([C:18]2[CH:19]=[CH:20][C:21]([CH3:24])=[CH:22][CH:23]=2)(=[O:16])=[O:17])[CH2:25]1, predict the reactants needed to synthesize it. The reactants are: CC1C=CC(S(O[CH2:12][CH2:13][N:14]([CH2:25][C@H:26]([OH:28])[CH3:27])[S:15]([C:18]2[CH:23]=[CH:22][C:21]([CH3:24])=[CH:20][CH:19]=2)(=[O:17])=[O:16])(=O)=O)=CC=1.[H-].[Na+].O. (2) Given the product [CH3:1][C:2]1[O:3][C:4]([C:8]2[CH:13]=[CH:12][C:11]([NH:14][C:24]([NH2:23])=[S:25])=[CH:10][CH:9]=2)=[C:5]([CH3:7])[N:6]=1, predict the reactants needed to synthesize it. The reactants are: [CH3:1][C:2]1[O:3][C:4]([C:8]2[CH:13]=[CH:12][C:11]([NH2:14])=[CH:10][CH:9]=2)=[C:5]([CH3:7])[N:6]=1.C([N:23]=[C:24]=[S:25])(=O)C1C=CC=CC=1.C(=O)([O-])[O-].[K+].[K+]. (3) Given the product [CH3:1][O:2][C:3]([C:5]1[CH:10]=[N:9][C:8]([N:16]2[CH2:17][C:14]([F:18])([F:13])[CH2:15]2)=[CH:7][N:6]=1)=[O:4], predict the reactants needed to synthesize it. The reactants are: [CH3:1][O:2][C:3]([C:5]1[CH:10]=[N:9][C:8](Cl)=[CH:7][N:6]=1)=[O:4].Cl.[F:13][C:14]1([F:18])[CH2:17][NH:16][CH2:15]1.C(N(CC)CC)C. (4) Given the product [NH2:7][CH2:8][C:9]1[CH:10]=[CH:11][C:12]([NH:15][CH:16]=[C:17]2[C:25]3[C:20](=[CH:21][C:22]([C:26]([C:27]4[CH:28]=[C:29]([NH:33][C:34]([C:36]5[N:37]([CH3:42])[N:38]=[C:39]([CH3:41])[CH:40]=5)=[O:35])[CH:30]=[CH:31][CH:32]=4)=[O:43])=[CH:23][CH:24]=3)[NH:19][C:18]2=[O:44])=[CH:13][CH:14]=1, predict the reactants needed to synthesize it. The reactants are: C(OC(=O)[NH:7][CH2:8][C:9]1[CH:14]=[CH:13][C:12]([NH:15][CH:16]=[C:17]2[C:25]3[C:20](=[CH:21][C:22]([C:26](=[O:43])[C:27]4[CH:32]=[CH:31][CH:30]=[C:29]([NH:33][C:34]([C:36]5[N:37]([CH3:42])[N:38]=[C:39]([CH3:41])[CH:40]=5)=[O:35])[CH:28]=4)=[CH:23][CH:24]=3)[NH:19][C:18]2=[O:44])=[CH:11][CH:10]=1)(C)(C)C.C(O)(C(F)(F)F)=O.